From a dataset of CYP2C19 inhibition data for predicting drug metabolism from PubChem BioAssay. Regression/Classification. Given a drug SMILES string, predict its absorption, distribution, metabolism, or excretion properties. Task type varies by dataset: regression for continuous measurements (e.g., permeability, clearance, half-life) or binary classification for categorical outcomes (e.g., BBB penetration, CYP inhibition). Dataset: cyp2c19_veith. (1) The drug is Cc1c(NC(=O)c2cccnc2)c(=O)n(-c2ccccc2)n1C. The result is 0 (non-inhibitor). (2) The molecule is O=C(NCCN1CCOCC1)c1ccc2ccccc2c1. The result is 1 (inhibitor). (3) The compound is CCOc1cc(CNCCCN2CCOCC2)cc(Br)c1OCC(=O)Nc1cccc(C(F)(F)F)c1.Cl. The result is 0 (non-inhibitor). (4) The result is 0 (non-inhibitor). The molecule is CN(C)CCCN1c2ccccc2Sc2cnccc21. (5) The molecule is COc1cccc(Cn2c(=O)c(-c3cc(F)cc(F)c3)nc3cnc(N(C)C)nc32)c1. The result is 0 (non-inhibitor). (6) The compound is COc1cccc(OC)c1OCCCCN1CCCC1. The result is 0 (non-inhibitor). (7) The compound is Fc1cccc(C2NC(=S)NC3=C2N2CCC3CC2)c1. The result is 0 (non-inhibitor). (8) The result is 0 (non-inhibitor). The drug is COc1ccc(OC)c(NC(=O)C(CC(=O)O)NCc2ccco2)c1.